Task: Predict the product of the given reaction.. Dataset: Forward reaction prediction with 1.9M reactions from USPTO patents (1976-2016) (1) Given the reactants [F:1][C:2]([F:28])([C:7]1[CH:11]=[C:10]([NH:12][C:13](=O)[O:14]C2C=CC=CC=2)[N:9]([C:22]2[CH:27]=[CH:26][CH:25]=[CH:24][CH:23]=2)[N:8]=1)[C:3]([F:6])([F:5])[F:4].COC1C=C2C(=CC=1OC)N=C[N:35]=C2OC1C=C(C=CC=1)N.C(N(C(C)C)CC)C, predict the reaction product. The product is: [F:28][C:2]([F:1])([C:7]1[CH:11]=[C:10]([NH:12][C:13](=[O:14])[NH2:35])[N:9]([C:22]2[CH:23]=[CH:24][CH:25]=[CH:26][CH:27]=2)[N:8]=1)[C:3]([F:5])([F:6])[F:4]. (2) Given the reactants Cl[C:2]1[CH:7]=[N:6][CH:5]=[C:4]([Cl:8])[N:3]=1.CS(C)=O.[O:13]1[CH2:18][CH2:17][CH:16]([CH2:19][NH2:20])[CH2:15][CH2:14]1, predict the reaction product. The product is: [Cl:8][C:4]1[N:3]=[C:2]([NH:20][CH2:19][CH:16]2[CH2:17][CH2:18][O:13][CH2:14][CH2:15]2)[CH:7]=[N:6][CH:5]=1. (3) Given the reactants [Cl:1][C:2]1[N:7]=[C:6]([CH2:8][N:9]2[C:17](=[O:18])[C:16]3[C:11](=[CH:12][CH:13]=[CH:14][CH:15]=3)[C:10]2=[O:19])[CH:5]=[C:4](Cl)[N:3]=1.[F:21][C:22]([F:29])([F:28])[CH:23]1[CH2:25][CH:24]1[CH2:26][OH:27].C(Cl)(Cl)Cl.CC1(C)C2C(=C(P(C3C=CC=CC=3)C3C=CC=CC=3)C=CC=2)OC2C(P(C3C=CC=CC=3)C3C=CC=CC=3)=CC=CC1=2.C([O-])([O-])=O.[Cs+].[Cs+], predict the reaction product. The product is: [Cl:1][C:2]1[N:7]=[C:6]([CH2:8][N:9]2[C:17](=[O:18])[C:16]3[C:11](=[CH:12][CH:13]=[CH:14][CH:15]=3)[C:10]2=[O:19])[CH:5]=[C:4]([O:27][CH2:26][CH:24]2[CH2:25][CH:23]2[C:22]([F:29])([F:28])[F:21])[N:3]=1.